From a dataset of Full USPTO retrosynthesis dataset with 1.9M reactions from patents (1976-2016). Predict the reactants needed to synthesize the given product. (1) Given the product [F:1][C:2]1[CH:7]=[CH:6][CH:5]=[CH:4][C:3]=1[N:8]1[C:12]2=[N:13][C:14]([O:18][CH2:19][C:20]3[N:21]([CH3:25])[N:22]=[CH:23][N:24]=3)=[C:15]([C:31]3[O:32][CH:33]=[CH:34][CH:35]=3)[CH:16]=[C:11]2[N:10]=[N:9]1, predict the reactants needed to synthesize it. The reactants are: [F:1][C:2]1[CH:7]=[CH:6][CH:5]=[CH:4][C:3]=1[N:8]1[C:12]2=[N:13][C:14]([O:18][CH2:19][C:20]3[N:21]([CH3:25])[N:22]=[CH:23][N:24]=3)=[C:15](Br)[CH:16]=[C:11]2[N:10]=[N:9]1.C([Sn](CCCC)(CCCC)[C:31]1[O:32][CH:33]=[CH:34][CH:35]=1)CCC. (2) Given the product [Cl:16][C:17]1[N:15]=[C:13]2[S:14][C:10]([C:6]3[CH:7]=[CH:8][CH:9]=[C:4]([N+:1]([O-:3])=[O:2])[CH:5]=3)=[N:11][N:12]2[C:19](=[O:20])[CH:18]=1, predict the reactants needed to synthesize it. The reactants are: [N+:1]([C:4]1[CH:5]=[C:6]([C:10]2[S:14][C:13]([NH2:15])=[N:12][N:11]=2)[CH:7]=[CH:8][CH:9]=1)([O-:3])=[O:2].[Cl:16][C:17](=O)[CH2:18][C:19](OC)=[O:20].O=P(Cl)(Cl)Cl.CCN(C(C)C)C(C)C.